Dataset: Forward reaction prediction with 1.9M reactions from USPTO patents (1976-2016). Task: Predict the product of the given reaction. (1) Given the reactants [C:1]([O:5][C:6]([NH:8][C@@H:9]([CH2:21][OH:22])[CH2:10][C:11]([O:13][CH2:14][C:15]1[CH:20]=[CH:19][CH:18]=[CH:17][CH:16]=1)=[O:12])=[O:7])([CH3:4])([CH3:3])[CH3:2].O[C:24]1[CH:25]=[C:26]([CH:29]=[CH:30][C:31]=1[I:32])[C:27]#[N:28].C1(P(C2C=CC=CC=2)C2C=CC=CC=2)C=CC=CC=1.CN(C)C(N=NC(N(C)C)=O)=O, predict the reaction product. The product is: [C:1]([O:5][C:6]([NH:8][C@@H:9]([CH2:21][O:22][C:24]1[CH:25]=[C:26]([C:27]#[N:28])[CH:29]=[CH:30][C:31]=1[I:32])[CH2:10][C:11]([O:13][CH2:14][C:15]1[CH:16]=[CH:17][CH:18]=[CH:19][CH:20]=1)=[O:12])=[O:7])([CH3:3])([CH3:4])[CH3:2]. (2) The product is: [CH3:2][O:3][C:4]1[CH:9]=[CH:8][CH:7]=[CH:6][C:5]=1[CH:10]1[CH2:15][CH2:14][N:13]([C:16]([C:18]2[C:26]3[CH:25]=[CH:24][CH:23]=[CH:22][C:21]=3[N:20]3[CH2:27][CH2:28][N:29]([CH3:31])[CH2:30][C:19]=23)=[O:17])[CH2:12][CH2:11]1. Given the reactants Cl.[CH3:2][O:3][C:4]1[CH:9]=[CH:8][CH:7]=[CH:6][C:5]=1[CH:10]1[CH2:15][CH2:14][N:13]([C:16]([C:18]2[C:26]3[CH:25]=[CH:24][CH:23]=[CH:22][C:21]=3[N:20]3[CH2:27][CH2:28][NH:29][CH2:30][C:19]=23)=[O:17])[CH2:12][CH2:11]1.[CH2:31](N(CC)CC)C.C=O.C([BH3-])#N.[Na+], predict the reaction product. (3) The product is: [NH2:1][C:3]1[C:12]2[C:7](=[CH:8][C:9]([O:15][CH3:16])=[C:10]([O:13][CH3:14])[CH:11]=2)[N:6]=[C:5]([N:17]2[CH2:22][CH2:21][N:20]([C:23]([CH:25]3[CH2:29][CH2:28][CH2:27][CH2:26]3)=[O:24])[CH2:19][CH2:18]2)[N:4]=1. Given the reactants [NH3:1].Cl[C:3]1[C:12]2[C:7](=[CH:8][C:9]([O:15][CH3:16])=[C:10]([O:13][CH3:14])[CH:11]=2)[N:6]=[C:5]([N:17]2[CH2:22][CH2:21][N:20]([C:23]([CH:25]3[CH2:29][CH2:28][CH2:27][CH2:26]3)=[O:24])[CH2:19][CH2:18]2)[N:4]=1, predict the reaction product. (4) The product is: [F:18][C:19]1[CH:20]=[C:21]([CH:22]=[CH:23][C:24]=1[F:25])[CH2:26][NH:27][C:14]([C:10]1[S:9][C:8]([N:5]2[CH:6]=[CH:7][C:2]([OH:1])=[CH:3][C:4]2=[O:17])=[N:12][C:11]=1[CH3:13])=[O:16]. Given the reactants [OH:1][C:2]1[CH:7]=[CH:6][N:5]([C:8]2[S:9][C:10]([C:14]([OH:16])=O)=[C:11]([CH3:13])[N:12]=2)[C:4](=[O:17])[CH:3]=1.[F:18][C:19]1[CH:20]=[C:21]([CH2:26][NH2:27])[CH:22]=[CH:23][C:24]=1[F:25], predict the reaction product. (5) Given the reactants FC(F)(F)S(O[C:7]1[CH2:16][CH2:15][C:10]2([O:14][CH2:13][CH2:12][O:11]2)[CH2:9][CH:8]=1)(=O)=O.[B:19]1([B:19]2[O:23][C:22]([CH3:25])([CH3:24])[C:21]([CH3:27])([CH3:26])[O:20]2)[O:23][C:22]([CH3:25])([CH3:24])[C:21]([CH3:27])([CH3:26])[O:20]1.CC([O-])=O.[K+], predict the reaction product. The product is: [O:14]1[C:10]2([CH2:15][CH2:16][C:7]([B:19]3[O:23][C:22]([CH3:25])([CH3:24])[C:21]([CH3:27])([CH3:26])[O:20]3)=[CH:8][CH2:9]2)[O:11][CH2:12][CH2:13]1. (6) Given the reactants [CH2:1]([N:8]([C:21]1[C:26]([Cl:27])=[CH:25][C:24]([C:28]([F:31])([F:30])[F:29])=[CH:23][N:22]=1)[S:9]([C:12]1[CH:20]=[CH:19][C:15]([C:16]([OH:18])=O)=[CH:14][CH:13]=1)(=[O:11])=[O:10])[C:2]1[CH:7]=[CH:6][CH:5]=[CH:4][CH:3]=1.[CH2:32]([CH2:34][NH2:35])[OH:33], predict the reaction product. The product is: [CH2:1]([N:8]([C:21]1[C:26]([Cl:27])=[CH:25][C:24]([C:28]([F:29])([F:31])[F:30])=[CH:23][N:22]=1)[S:9]([C:12]1[CH:20]=[CH:19][C:15]([C:16]([NH:35][CH2:34][CH2:32][OH:33])=[O:18])=[CH:14][CH:13]=1)(=[O:10])=[O:11])[C:2]1[CH:7]=[CH:6][CH:5]=[CH:4][CH:3]=1. (7) The product is: [C:1]([N:12]1[C:13]2[C:8](=[CH:7][C:6]([Br:5])=[CH:15][CH:14]=2)[C@H:9]([NH:17][CH:18]=[O:19])[CH2:10][C@@H:11]1[CH3:16])(=[O:3])[CH3:2]. Given the reactants [C:1](Cl)(=[O:3])[CH3:2].[Br:5][C:6]1[CH:7]=[C:8]2[C:13](=[CH:14][CH:15]=1)[NH:12][C@@H:11]([CH3:16])[CH2:10][C@H:9]2[NH:17][CH:18]=[O:19].Cl, predict the reaction product. (8) Given the reactants C(O[C:4](=O)[CH:5]([CH3:9])[C:6]([CH3:8])=[O:7])C.[CH2:11]([C:13](=C)[CH:14]=O)[CH3:12], predict the reaction product. The product is: [CH2:11]([CH:13]1[CH2:4][CH:5]([CH3:9])[C:6](=[O:7])[CH:8]=[CH:14]1)[CH3:12].